From a dataset of Merck oncology drug combination screen with 23,052 pairs across 39 cell lines. Regression. Given two drug SMILES strings and cell line genomic features, predict the synergy score measuring deviation from expected non-interaction effect. (1) Drug 1: COc1cccc2c1C(=O)c1c(O)c3c(c(O)c1C2=O)CC(O)(C(=O)CO)CC3OC1CC(N)C(O)C(C)O1. Drug 2: CCc1cnn2c(NCc3ccc[n+]([O-])c3)cc(N3CCCCC3CCO)nc12. Cell line: HT144. Synergy scores: synergy=-4.44. (2) Drug 1: CN1C(=O)C=CC2(C)C3CCC4(C)C(NC(=O)OCC(F)(F)F)CCC4C3CCC12. Drug 2: O=C(O)C1(Cc2cccc(Nc3nccs3)n2)CCC(Oc2cccc(Cl)c2F)CC1. Cell line: NCIH23. Synergy scores: synergy=-2.04. (3) Drug 1: Cc1nc(Nc2ncc(C(=O)Nc3c(C)cccc3Cl)s2)cc(N2CCN(CCO)CC2)n1. Drug 2: CCc1cnn2c(NCc3ccc[n+]([O-])c3)cc(N3CCCCC3CCO)nc12. Cell line: A375. Synergy scores: synergy=1.85. (4) Drug 1: NC1(c2ccc(-c3nc4ccn5c(=O)[nH]nc5c4cc3-c3ccccc3)cc2)CCC1. Drug 2: NC1CCCCC1N.O=C(O)C(=O)O.[Pt+2]. Cell line: KPL1. Synergy scores: synergy=-15.7. (5) Drug 1: N.N.O=C(O)C1(C(=O)O)CCC1.[Pt]. Drug 2: NC(=O)c1cccc2cn(-c3ccc(C4CCCNC4)cc3)nc12. Cell line: HT144. Synergy scores: synergy=1.50. (6) Drug 1: N.N.O=C(O)C1(C(=O)O)CCC1.[Pt]. Drug 2: CC(C)CC(NC(=O)C(Cc1ccccc1)NC(=O)c1cnccn1)B(O)O. Cell line: MDAMB436. Synergy scores: synergy=3.13.